From a dataset of Full USPTO retrosynthesis dataset with 1.9M reactions from patents (1976-2016). Predict the reactants needed to synthesize the given product. (1) Given the product [CH3:13][O:12][C:9]1[CH:10]=[C:11]2[C:6](=[CH:7][C:8]=1[O:14][CH3:15])[N:5]=[N:4][CH:3]=[C:2]2[N:24]1[CH2:23][CH2:22][C:21]2[C:26](=[CH:27][C:18]([O:17][CH3:16])=[CH:19][CH:20]=2)[C:25]1=[O:28], predict the reactants needed to synthesize it. The reactants are: Br[C:2]1[C:11]2[C:6](=[CH:7][C:8]([O:14][CH3:15])=[C:9]([O:12][CH3:13])[CH:10]=2)[N:5]=[N:4][CH:3]=1.[CH3:16][O:17][C:18]1[CH:27]=[C:26]2[C:21]([CH2:22][CH2:23][NH:24][C:25]2=[O:28])=[CH:20][CH:19]=1.C(=O)([O-])[O-].[K+].[K+].CNCCNC. (2) Given the product [CH3:17][O:18][C:19](=[O:24])[CH2:20][C:21]([NH:14][C:11]1[CH:12]=[CH:13][C:8]([O:7][CH2:6][C:5]2[CH:15]=[CH:16][C:2]([F:1])=[CH:3][CH:4]=2)=[CH:9][CH:10]=1)=[O:22], predict the reactants needed to synthesize it. The reactants are: [F:1][C:2]1[CH:16]=[CH:15][C:5]([CH2:6][O:7][C:8]2[CH:13]=[CH:12][C:11]([NH2:14])=[CH:10][CH:9]=2)=[CH:4][CH:3]=1.[CH3:17][O:18][C:19](=[O:24])[CH2:20][C:21](Cl)=[O:22]. (3) Given the product [Cl:1][C:2]1[C:7](=[O:23])[CH:6]=[CH:5][NH:4][C:3]=1[N:8]=[C:9]([C:16]1[CH:21]=[CH:20][CH:19]=[CH:18][CH:17]=1)[C:10]1[CH:15]=[CH:14][CH:13]=[CH:12][CH:11]=1, predict the reactants needed to synthesize it. The reactants are: [Cl:1][C:2]1[C:3]([N:8]=[C:9]([C:16]2[CH:21]=[CH:20][CH:19]=[CH:18][CH:17]=2)[C:10]2[CH:15]=[CH:14][CH:13]=[CH:12][CH:11]=2)=[N:4][CH:5]=[CH:6][CH:7]=1.B(OC(C)C)(OC(C)C)[O:23]C(C)C.C(NC(C)C)(C)C.C([Li])CCC.C([O-])([O-])=O.C([O-])([O-])=O.OO.OO.OO.[Na+].[Na+].[Na+].[Na+].OS([O-])=O.[Na+]. (4) Given the product [Br:42][C:20]1[S:19][C:18]([C:15]2[S:16][CH:17]=[C:13]([CH2:1][CH2:2][CH2:3][CH2:4][CH2:5][CH2:6][CH2:7][CH2:8][CH2:9][CH2:10][CH2:11][CH3:12])[CH:14]=2)=[CH:22][C:21]=1[CH2:23][CH2:24][CH2:25][CH2:26][CH2:27][CH2:28][CH2:29][CH2:30][CH2:31][CH2:32][CH2:33][CH3:34], predict the reactants needed to synthesize it. The reactants are: [CH2:1]([C:13]1[CH:14]=[C:15]([C:18]2[S:19][CH:20]=[C:21]([CH2:23][CH2:24][CH2:25][CH2:26][CH2:27][CH2:28][CH2:29][CH2:30][CH2:31][CH2:32][CH2:33][CH3:34])[CH:22]=2)[S:16][CH:17]=1)[CH2:2][CH2:3][CH2:4][CH2:5][CH2:6][CH2:7][CH2:8][CH2:9][CH2:10][CH2:11][CH3:12].C1C(=O)N([Br:42])C(=O)C1.O. (5) Given the product [OH:2][C:3]1[CH:4]=[CH:5][C:6]([C:9]2[S:10][C:11]3[C:12](=[C:14]([C:18]([NH2:20])=[O:19])[CH:15]=[CH:16][CH:17]=3)[N:13]=2)=[CH:7][CH:8]=1, predict the reactants needed to synthesize it. The reactants are: C[O:2][C:3]1[CH:8]=[CH:7][C:6]([C:9]2[S:10][C:11]3[C:12](=[C:14]([C:18]([NH2:20])=[O:19])[CH:15]=[CH:16][CH:17]=3)[N:13]=2)=[CH:5][CH:4]=1.B(Br)(Br)Br.Cl. (6) The reactants are: [N:1]1([C:7]([O:9][C:10]([CH3:13])([CH3:12])[CH3:11])=[O:8])[CH2:6][CH2:5][NH:4][CH2:3][CH2:2]1.C(=O)([O-])[O-].[Cs+].[Cs+].C1(P(C2C=CC=CC=2)C2C=CC3C(=CC=CC=3)C=2C2C3C(=CC=CC=3)C=CC=2P(C2C=CC=CC=2)C2C=CC=CC=2)C=CC=CC=1.FC(F)(F)S(O[C:72]1[CH:81]=[CH:80][C:79]([Cl:82])=[C:78]2[C:73]=1[CH:74]=[CH:75][C:76]([CH3:83])=[N:77]2)(=O)=O. Given the product [Cl:82][C:79]1[CH:80]=[CH:81][C:72]([N:4]2[CH2:5][CH2:6][N:1]([C:7]([O:9][C:10]([CH3:13])([CH3:12])[CH3:11])=[O:8])[CH2:2][CH2:3]2)=[C:73]2[C:78]=1[N:77]=[C:76]([CH3:83])[CH:75]=[CH:74]2, predict the reactants needed to synthesize it. (7) The reactants are: Cl[C:2]1[CH:3]=[CH:4][C:5]([N+:9]([O-:11])=[O:10])=[C:6]([NH2:8])[CH:7]=1.[NH:12]1[CH2:17][CH2:16][S:15][CH2:14][CH2:13]1.C([O-])([O-])=O.[K+].[K+].O. Given the product [N+:9]([C:5]1[CH:4]=[CH:3][C:2]([N:12]2[CH2:17][CH2:16][S:15][CH2:14][CH2:13]2)=[CH:7][C:6]=1[NH2:8])([O-:11])=[O:10], predict the reactants needed to synthesize it.